From a dataset of Forward reaction prediction with 1.9M reactions from USPTO patents (1976-2016). Predict the product of the given reaction. (1) Given the reactants [CH3:1][O:2][C:3]1[CH:23]=[CH:22][C:6]([CH2:7][N:8]2[C:17]3[C:12](=[CH:13][C:14](B(O)O)=[CH:15][CH:16]=3)[CH:11]=[CH:10][C:9]2=[O:21])=[CH:5][CH:4]=1.N1C=CC=CC=1.[C:30]([C:34]1[CH:38]=[C:37]([C:39]([O:41][CH2:42][CH3:43])=[O:40])[NH:36][N:35]=1)([CH3:33])([CH3:32])[CH3:31].B(O)O, predict the reaction product. The product is: [CH3:1][O:2][C:3]1[CH:23]=[CH:22][C:6]([CH2:7][N:8]2[C:17]3[C:12](=[CH:13][C:14]([N:36]4[C:37]([C:39]([O:41][CH2:42][CH3:43])=[O:40])=[CH:38][C:34]([C:30]([CH3:31])([CH3:33])[CH3:32])=[N:35]4)=[CH:15][CH:16]=3)[CH:11]=[CH:10][C:9]2=[O:21])=[CH:5][CH:4]=1. (2) Given the reactants [O:1]=[C:2]1[C:10]2[C:5](=[CH:6][CH:7]=[CH:8][CH:9]=2)[CH:4](P(=O)(OC)OC)[O:3]1.[CH3:17][O:18][C:19]1[CH:26]=[CH:25][C:22]([CH:23]=O)=[CH:21][C:20]=1[N+:27]([O-:29])=[O:28].C(N(CC)CC)C, predict the reaction product. The product is: [CH3:17][O:18][C:19]1[CH:26]=[CH:25][C:22]([CH:23]=[C:4]2[C:5]3[C:10](=[CH:9][CH:8]=[CH:7][CH:6]=3)[C:2](=[O:1])[O:3]2)=[CH:21][C:20]=1[N+:27]([O-:29])=[O:28]. (3) Given the reactants [C:1]1(=[O:17])[CH2:16][CH2:15][CH2:14][CH2:13][CH2:12][CH2:11][CH2:10][CH2:9][CH:8]=[CH:7][CH2:6][CH2:5][CH2:4][CH2:3][CH2:2]1.C1(=O)CCCCCCCCC(=O)CCCCCC1, predict the reaction product. The product is: [C:1]1(=[O:17])[CH2:16][CH2:15][CH2:14][CH2:13][CH2:12][CH2:11][CH2:10][CH:9]=[CH:8][CH2:7][CH2:6][CH2:5][CH2:4][CH2:3][CH2:2]1.